Task: Predict which catalyst facilitates the given reaction.. Dataset: Catalyst prediction with 721,799 reactions and 888 catalyst types from USPTO (1) Reactant: [OH-].[K+].C[CH:4]([N:8]1[C:14]2[CH:15]=[CH:16][C:17]([Cl:19])=[CH:18][C:13]=2[CH:12]([CH2:20][C:21]([O:23][C:24]([CH3:27])([CH3:26])[CH3:25])=[O:22])[CH2:11][CH2:10][C:9]1=[O:28])[C:5]([OH:7])=[O:6]. Product: [C:24]([O:23][C:21](=[O:22])[CH2:20][CH:12]1[C:13]2[CH:18]=[C:17]([Cl:19])[CH:16]=[CH:15][C:14]=2[N:8]([CH2:4][C:5]([OH:7])=[O:6])[C:9](=[O:28])[CH2:10][CH2:11]1)([CH3:27])([CH3:25])[CH3:26]. The catalyst class is: 127. (2) Reactant: B([O-])[O-].Br[C:5]1[CH:10]=[CH:9][C:8]([C@@H:11]2[C@@H:13]([C:14]3[CH:19]=[CH:18][CH:17]=[CH:16][CH:15]=3)[C@H:12]2[C:20]([O:22][CH3:23])=[O:21])=[CH:7][CH:6]=1.Br[C:25]1[CH:26]=[C:27]2[C:31](=[CH:32][CH:33]=1)[CH2:30][N:29]([CH:34]1[CH2:36][CH2:35]1)[CH2:28]2. Product: [CH3:23][O:22][C:20]([C@@H:12]1[C@H:13]([C:14]2[CH:19]=[CH:18][CH:17]=[CH:16][CH:15]=2)[C@H:11]1[C:8]1[CH:9]=[CH:10][C:5]([C:25]2[CH:26]=[C:27]3[C:31](=[CH:32][CH:33]=2)[CH2:30][N:29]([CH:34]2[CH2:36][CH2:35]2)[CH2:28]3)=[CH:6][CH:7]=1)=[O:21]. The catalyst class is: 6. (3) Reactant: [CH2:1]([N:3]1[CH2:8][CH2:7][N:6]([CH2:9][C:10]2[CH:15]=[C:14]([F:16])[CH:13]=[CH:12][C:11]=2[S:17](Cl)(=[O:19])=[O:18])[C:5](=[O:21])[CH2:4]1)[CH3:2].[NH2:22][C:23]1[C:32]([C:33]([O:35][CH3:36])=[O:34])=[C:31]2[C:26]([CH:27]3[CH2:37][CH:28]3[CH2:29][O:30]2)=[CH:25][CH:24]=1. Product: [CH2:1]([N:3]1[CH2:8][CH2:7][N:6]([CH2:9][C:10]2[CH:15]=[C:14]([F:16])[CH:13]=[CH:12][C:11]=2[S:17]([NH:22][C:23]2[C:32]([C:33]([O:35][CH3:36])=[O:34])=[C:31]3[C:26]([CH:27]4[CH2:37][CH:28]4[CH2:29][O:30]3)=[CH:25][CH:24]=2)(=[O:19])=[O:18])[C:5](=[O:21])[CH2:4]1)[CH3:2]. The catalyst class is: 298. (4) Reactant: [CH2:1]([O:3][C:4](=[O:15])[C:5]([C:7]1[CH:12]=[CH:11][C:10]([C:13]#N)=[CH:9][CH:8]=1)=[O:6])[CH3:2].C(O)=[O:17]. Product: [CH2:1]([O:3][C:4](=[O:15])[CH:5]([C:7]1[CH:12]=[CH:11][C:10]([CH:13]=[O:17])=[CH:9][CH:8]=1)[OH:6])[CH3:2]. The catalyst class is: 181. (5) Reactant: FC(F)(F)S(O[C:7]1[CH:8]=[CH:9][CH:10]=[C:11]2[C:16]=1[N:15]([CH3:17])[C:14](=[O:18])[CH:13]=[CH:12]2)(=O)=O.C(=O)([O-])[O-].[K+].[K+].[CH2:27]([CH2:30]OC)OC.O. Product: [CH:27]([C:7]1[CH:8]=[CH:9][CH:10]=[C:11]2[C:16]=1[N:15]([CH3:17])[C:14](=[O:18])[CH:13]=[CH:12]2)=[CH2:30]. The catalyst class is: 257. (6) Reactant: [H-].[Na+].ClC1C2N=C(CC(F)(F)F)[N:9](Cl)C=2C=CC=1.[Cl:19][C:20]1[CH:21]=[C:22]2[C:26](=[CH:27][C:28]=1[Cl:29])[NH:25][C:24]([CH2:30][C:31]([F:34])([F:33])[F:32])=C2.[F:35][C:36]1[CH:43]=[CH:42][CH:41]=[CH:40][C:37]=1[CH2:38]Br.[NH4+].[Cl-]. Product: [Cl:29][C:28]1[C:20]([Cl:19])=[CH:21][C:22]2[N:9]([CH2:38][C:37]3[CH:40]=[CH:41][CH:42]=[CH:43][C:36]=3[F:35])[C:24]([CH2:30][C:31]([F:32])([F:33])[F:34])=[N:25][C:26]=2[CH:27]=1. The catalyst class is: 3. (7) Reactant: C([O:5][CH:6]([O:10][C:11]([CH3:14])([CH3:13])[CH3:12])N(C)C)(C)(C)C.[F:15][C:16]1[C:24]([F:25])=[C:20](C(O)=O)[C:19]([OH:26])=[CH:18][CH:17]=1. Product: [C:11]([O:10][C:6](=[O:5])[C:20]1[C:19]([OH:26])=[CH:18][CH:17]=[C:16]([F:15])[C:24]=1[F:25])([CH3:12])([CH3:13])[CH3:14]. The catalyst class is: 1. (8) Reactant: [CH-:1]1[CH:5]=[CH:4][CH:3]=[CH:2]1.[Na+].Cl[Si:8]([CH3:16])([CH3:15])[C:9]1[CH:14]=[CH:13][CH:12]=[CH:11][CH:10]=1. Product: [CH:1]1([Si:8]([CH3:16])([CH3:15])[C:9]2[CH:14]=[CH:13][CH:12]=[CH:11][CH:10]=2)[CH:5]=[CH:4][CH:3]=[CH:2]1. The catalyst class is: 1.